This data is from NCI-60 drug combinations with 297,098 pairs across 59 cell lines. The task is: Regression. Given two drug SMILES strings and cell line genomic features, predict the synergy score measuring deviation from expected non-interaction effect. (1) Drug 1: C1=CC(=CC=C1CCC2=CNC3=C2C(=O)NC(=N3)N)C(=O)NC(CCC(=O)O)C(=O)O. Drug 2: CC1=C(C=C(C=C1)C(=O)NC2=CC(=CC(=C2)C(F)(F)F)N3C=C(N=C3)C)NC4=NC=CC(=N4)C5=CN=CC=C5. Cell line: 786-0. Synergy scores: CSS=22.0, Synergy_ZIP=1.86, Synergy_Bliss=2.62, Synergy_Loewe=-6.62, Synergy_HSA=1.61. (2) Drug 1: CN(C)C(=N)N=C(N)N. Drug 2: CCC1=C2N=C(C=C(N2N=C1)NCC3=C[N+](=CC=C3)[O-])N4CCCCC4CCO. Cell line: NCIH23. Synergy scores: CSS=55.9, Synergy_ZIP=1.97, Synergy_Bliss=0.808, Synergy_Loewe=-4.41, Synergy_HSA=2.03. (3) Drug 1: CC1C(C(=O)NC(C(=O)N2CCCC2C(=O)N(CC(=O)N(C(C(=O)O1)C(C)C)C)C)C(C)C)NC(=O)C3=C4C(=C(C=C3)C)OC5=C(C(=O)C(=C(C5=N4)C(=O)NC6C(OC(=O)C(N(C(=O)CN(C(=O)C7CCCN7C(=O)C(NC6=O)C(C)C)C)C)C(C)C)C)N)C. Synergy scores: CSS=-6.78, Synergy_ZIP=6.59, Synergy_Bliss=5.81, Synergy_Loewe=-4.32, Synergy_HSA=-6.24. Drug 2: COC1=NC(=NC2=C1N=CN2C3C(C(C(O3)CO)O)O)N. Cell line: OVCAR3. (4) Drug 1: C1=CC(=CC=C1CCC2=CNC3=C2C(=O)NC(=N3)N)C(=O)NC(CCC(=O)O)C(=O)O. Drug 2: C1=CC=C(C(=C1)C(C2=CC=C(C=C2)Cl)C(Cl)Cl)Cl. Cell line: OVCAR-4. Synergy scores: CSS=41.0, Synergy_ZIP=4.56, Synergy_Bliss=4.19, Synergy_Loewe=-19.1, Synergy_HSA=4.94. (5) Drug 1: C1=CC(=CC=C1CC(C(=O)O)N)N(CCCl)CCCl.Cl. Drug 2: CC1CCCC2(C(O2)CC(NC(=O)CC(C(C(=O)C(C1O)C)(C)C)O)C(=CC3=CSC(=N3)C)C)C. Cell line: NCI-H522. Synergy scores: CSS=13.5, Synergy_ZIP=-3.16, Synergy_Bliss=2.26, Synergy_Loewe=1.79, Synergy_HSA=2.75. (6) Drug 1: CN(C)C1=NC(=NC(=N1)N(C)C)N(C)C. Drug 2: CC1=C(C(=O)C2=C(C1=O)N3CC4C(C3(C2COC(=O)N)OC)N4)N. Cell line: SR. Synergy scores: CSS=39.7, Synergy_ZIP=-4.73, Synergy_Bliss=-9.23, Synergy_Loewe=-9.70, Synergy_HSA=-7.67.